Dataset: Full USPTO retrosynthesis dataset with 1.9M reactions from patents (1976-2016). Task: Predict the reactants needed to synthesize the given product. (1) Given the product [CH3:16][O:15][N:14]([CH3:13])[C:8]([C:3]1[C:2]([CH3:1])=[C:6]([CH3:7])[S:5][CH:4]=1)=[O:10], predict the reactants needed to synthesize it. The reactants are: [CH3:1][C:2]1[C:3]([C:8]([O:10]C)=O)=[CH:4][S:5][C:6]=1[CH3:7].Cl.[CH3:13][NH:14][O:15][CH3:16].C([Mg]Br)(C)C. (2) Given the product [C:22]([C:18]1[CH:19]=[N:20][CH:21]=[C:16]([S:6][CH2:5][CH2:4][N:3]([CH3:7])[CH3:2])[N:17]=1)#[N:23], predict the reactants needed to synthesize it. The reactants are: Cl.[CH3:2][N:3]([CH3:7])[CH2:4][CH2:5][SH:6].[H-].[Na+].C1COCC1.Cl[C:16]1[CH:21]=[N:20][CH:19]=[C:18]([C:22]#[N:23])[N:17]=1. (3) The reactants are: [Br:1][C:2]1[CH:3]=[CH:4][C:5]([NH2:8])=[N:6][CH:7]=1.C([O-])(O)=O.[Na+].Cl[S:15](O)(=[O:17])=[O:16]. Given the product [Br:1][C:2]1[CH:3]=[C:4]2[C:5]([NH:8][S:15]2(=[O:17])=[O:16])=[N:6][CH:7]=1, predict the reactants needed to synthesize it. (4) Given the product [Cl:1][C:2]1[N:7]=[C:6]([N:8]([CH3:19])[C:9]2[CH:14]=[CH:13][CH:12]=[C:11]([N+:15]([O-:17])=[O:16])[CH:10]=2)[C:5]([F:18])=[CH:4][N:3]=1, predict the reactants needed to synthesize it. The reactants are: [Cl:1][C:2]1[N:7]=[C:6]([NH:8][C:9]2[CH:14]=[CH:13][CH:12]=[C:11]([N+:15]([O-:17])=[O:16])[CH:10]=2)[C:5]([F:18])=[CH:4][N:3]=1.[C:19](=O)([O-])[O-].[Cs+].[Cs+].CI.CCCCCC.C(OCC)(=O)C. (5) Given the product [CH2:1]([C@H:4]1[CH2:5][CH2:6][C@H:7](/[CH:10]=[CH:11]/[CH2:12][CH2:13][CH:14]2[CH2:15][CH2:16][C:17](=[O:20])[CH2:18][CH2:19]2)[CH2:8][CH2:9]1)[CH2:2][CH3:3], predict the reactants needed to synthesize it. The reactants are: [CH2:1]([C@H:4]1[CH2:9][CH2:8][C@H:7](/[CH:10]=[CH:11]/[CH2:12][CH2:13][CH:14]2[CH2:19][CH2:18][CH:17]([OH:20])[CH2:16][CH2:15]2)[CH2:6][CH2:5]1)[CH2:2][CH3:3].CC(OI1(OC(C)=O)(OC(C)=O)OC(=O)C2C=CC=CC1=2)=O. (6) The reactants are: [CH2:1]([O:4][C:5]([NH:7][C@@:8]1([C:17]([OH:19])=[O:18])[CH2:13][CH2:12][C@@H:11]2[C@H:9]1[C@H:10]2[C:14]([OH:16])=[O:15])=[O:6])[CH:2]=[CH2:3].C(N=C=N[CH2:25][CH2:26][CH2:27]N(C)C)C.CN(C1C=CC=CN=1)C.C(O)C=C. Given the product [CH2:27]([O:15][C:14]([C@@H:10]1[C@@H:9]2[C@H:11]1[CH2:12][CH2:13][C@@:8]2([NH:7][C:5]([O:4][CH2:1][CH:2]=[CH2:3])=[O:6])[C:17]([OH:19])=[O:18])=[O:16])[CH:26]=[CH2:25], predict the reactants needed to synthesize it. (7) The reactants are: [C:1]([C:3]1[C:12]([C:13]#[N:14])=[N:11][C:10]2[C:5](=[CH:6][CH:7]=[CH:8][CH:9]=2)[N:4]=1)#[N:2].[CH3:15][O-:16].[Na+].[C:18]([OH:21])(=O)[CH3:19].[NH:22]1[C:27](=[O:28])[CH2:26][C:25](=[O:29])[N:24]2[C:30]3[CH:36]=[CH:35][CH:34]=[CH:33][C:31]=3[N:32]=[C:23]12. Given the product [NH2:2][C:1]1([CH:19]2[C:18](=[O:21])[N:24]3[C:30]4[CH:36]=[CH:35][CH:34]=[CH:33][C:31]=4[NH:32][C:23]3=[N:22][C:15]2=[O:16])[C:3]2[N:4]=[C:5]3[CH:6]=[CH:7][CH:8]=[CH:9][C:10]3=[N:11][C:12]=2[C:13](=[C:26]2[C:25](=[O:29])[N:24]3[C:30]4[CH:36]=[CH:35][CH:34]=[CH:33][C:31]=4[NH:32][C:23]3=[N:22][C:27]2=[O:28])[NH:14]1, predict the reactants needed to synthesize it. (8) Given the product [CH3:10][C:11]1[CH:12]=[C:13]([CH:28]=[CH:29][C:30]=1[CH3:31])[O:14][C:15]1[CH:20]=[CH:19][C:18]([C:21]2[C:22]3=[N:27][S:6](=[O:8])(=[O:7])[CH2:5][CH2:4][N:23]3[CH:24]=[CH:25][CH:26]=2)=[CH:17][CH:16]=1, predict the reactants needed to synthesize it. The reactants are: [H-].[Na+].Cl[CH2:4][CH2:5][S:6](Cl)(=[O:8])=[O:7].[CH3:10][C:11]1[CH:12]=[C:13]([CH:28]=[CH:29][C:30]=1[CH3:31])[O:14][C:15]1[CH:20]=[CH:19][C:18]([C:21]2[C:22]([NH2:27])=[N:23][CH:24]=[CH:25][CH:26]=2)=[CH:17][CH:16]=1. (9) Given the product [F:1][C@H:2]1[CH2:18][C@@H:17]2[C@:9]([F:25])([C@@H:10]([OH:24])[CH2:11][C@@:12]3([CH3:23])[C@H:16]2[CH2:15][CH:14]=[C:13]3[C:19](=[O:22])[CH2:20][F:37])[C@:8]2([CH3:26])[C:3]1=[CH:4][C:5](=[O:27])[CH:6]=[CH:7]2, predict the reactants needed to synthesize it. The reactants are: [F:1][C@H:2]1[CH2:18][C@@H:17]2[C@:9]([F:25])([C@@H:10]([OH:24])[CH2:11][C@@:12]3([CH3:23])[C@H:16]2[CH2:15][CH:14]=[C:13]3[C:19](=[O:22])[CH2:20]O)[C@:8]2([CH3:26])[C:3]1=[CH:4][C:5](=[O:27])[CH:6]=[CH:7]2.CCN(C(C)C)C(C)C.[F-:37].[K+].CCCC[N+](CCCC)(CCCC)CCCC.[F-].C1COCC1.